This data is from Peptide-MHC class II binding affinity with 134,281 pairs from IEDB. The task is: Regression. Given a peptide amino acid sequence and an MHC pseudo amino acid sequence, predict their binding affinity value. This is MHC class II binding data. (1) The binding affinity (normalized) is 0.194. The MHC is HLA-DPA10103-DPB10301 with pseudo-sequence HLA-DPA10103-DPB10301. The peptide sequence is FGQNTASIAATEAQY. (2) The binding affinity (normalized) is 0.585. The peptide sequence is EFEPPHAATIRVLAL. The MHC is H-2-IAd with pseudo-sequence H-2-IAd.